From a dataset of Full USPTO retrosynthesis dataset with 1.9M reactions from patents (1976-2016). Predict the reactants needed to synthesize the given product. (1) Given the product [CH2:14]([CH:16]([NH:19][C:2]1[N:7]=[C:6]([NH:8][CH3:9])[N:5]=[C:4]([NH:10][CH2:11][C:12]#[CH:13])[N:3]=1)[CH2:17][CH3:18])[CH3:15], predict the reactants needed to synthesize it. The reactants are: Cl[C:2]1[N:7]=[C:6]([NH:8][CH3:9])[N:5]=[C:4]([NH:10][CH2:11][C:12]#[CH:13])[N:3]=1.[CH2:14]([CH:16]([NH2:19])[CH2:17][CH3:18])[CH3:15].C(NC1N=C(NC)N=C(NCC#C)N=1)C. (2) The reactants are: [Cl:1][C:2]1[CH:7]=[CH:6][C:5]([OH:8])=[CH:4][CH:3]=1.CI.[C:11](=O)([O-])[O-].[K+].[K+]. Given the product [Cl:1][C:2]1[CH:7]=[CH:6][C:5]([O:8][CH3:11])=[CH:4][CH:3]=1, predict the reactants needed to synthesize it. (3) Given the product [CH:1]([C:4]1[N:24]=[C:7]2[CH:8]=[C:9]([NH:12][C:13]([C:15]3[N:19]([CH3:20])[N:18]=[CH:17][C:16]=3[C:21]([N:29]3[CH2:30][CH:27]([F:26])[CH2:28]3)=[O:22])=[O:14])[CH:10]=[CH:11][N:6]2[N:5]=1)([CH3:2])[CH3:3], predict the reactants needed to synthesize it. The reactants are: [CH:1]([C:4]1[N:24]=[C:7]2[CH:8]=[C:9]([NH:12][C:13]([C:15]3[N:19]([CH3:20])[N:18]=[CH:17][C:16]=3[C:21](O)=[O:22])=[O:14])[CH:10]=[CH:11][N:6]2[N:5]=1)([CH3:3])[CH3:2].Cl.[F:26][CH:27]1[CH2:30][NH:29][CH2:28]1.CCCP(=O)=O.C(N(C(C)C)CC)(C)C. (4) Given the product [CH3:1][O:2][C:3]1[CH:8]=[CH:7][C:6]([CH2:9][C@H:10]([CH2:15][CH3:16])[C:11]([OH:13])=[O:12])=[CH:5][C:4]=1[C:17](=[O:36])[NH:18][CH2:19][C:20]1[CH:25]=[CH:24][C:23]([O:26][C:27]2[CH:28]=[C:29]([F:35])[C:30]([F:34])=[C:31]([F:33])[CH:32]=2)=[CH:22][CH:21]=1, predict the reactants needed to synthesize it. The reactants are: [CH3:1][O:2][C:3]1[CH:8]=[CH:7][C:6]([CH2:9][C@H:10]([CH2:15][CH3:16])[C:11]([O:13]C)=[O:12])=[CH:5][C:4]=1[C:17](=[O:36])[NH:18][CH2:19][C:20]1[CH:25]=[CH:24][C:23]([O:26][C:27]2[CH:32]=[C:31]([F:33])[C:30]([F:34])=[C:29]([F:35])[CH:28]=2)=[CH:22][CH:21]=1.[OH-].[Li+].O. (5) The reactants are: [CH:1]1([NH:4][C:5]2[C:6]3[O:26][CH:25]=[CH:24][C:7]=3[N:8]=[C:9]([NH:11][C:12]3[CH:20]=[C:19]4[C:15]([C:16]([C:21]([OH:23])=O)=[N:17][NH:18]4)=[CH:14][CH:13]=3)[N:10]=2)[CH2:3][CH2:2]1.[NH:27]1[C:35]2[C:30](=CC=C[CH:34]=2)C(C([O-])=O)=N1.C1(N)CC1.CN(C(ON1N=NC2C=CC=NC1=2)=[N+](C)C)C.F[P-](F)(F)(F)(F)F.CCN(C(C)C)C(C)C.C([O-])([O-])=O.[Na+].[Na+]. Given the product [CH:35]1([NH:27][C:21]([C:16]2[C:15]3[C:19](=[CH:20][C:12]([NH:11][C:9]4[N:10]=[C:5]([NH:4][CH:1]5[CH2:2][CH2:3]5)[C:6]5[O:26][CH:25]=[CH:24][C:7]=5[N:8]=4)=[CH:13][CH:14]=3)[NH:18][N:17]=2)=[O:23])[CH2:34][CH2:30]1, predict the reactants needed to synthesize it. (6) Given the product [CH3:19][O:20][CH2:2][CH2:1][O:4][C:5]1[N:10]=[C:9]([C:11]([OH:13])=[O:12])[CH:8]=[N:7][C:6]=1[N:14]1[CH2:18][CH2:17][CH2:16][CH2:15]1, predict the reactants needed to synthesize it. The reactants are: [CH2:1]([O:4][C:5]1[N:10]=[C:9]([C:11]([OH:13])=[O:12])[CH:8]=[N:7][C:6]=1[N:14]1[CH2:18][CH2:17][CH2:16][CH2:15]1)[CH2:2]C.[CH3:19][O:20]C(C1C=NC(Cl)=C(Br)N=1)=O.N1CCCC1.[OH-].[K+]. (7) Given the product [CH2:1]([O:8][C:9]1[CH:10]=[C:11]([CH:21]=[CH:22][CH:23]=1)[CH2:12][O:13][C:14]1[CH:19]=[N:18][CH:17]=[C:16]([N:24]2[CH2:29][CH2:28][NH:27][CH2:26][CH2:25]2)[N:15]=1)[C:2]1[CH:7]=[CH:6][CH:5]=[CH:4][CH:3]=1, predict the reactants needed to synthesize it. The reactants are: [CH2:1]([O:8][C:9]1[CH:10]=[C:11]([CH:21]=[CH:22][CH:23]=1)[CH2:12][O:13][C:14]1[CH:19]=[N:18][CH:17]=[C:16](Cl)[N:15]=1)[C:2]1[CH:7]=[CH:6][CH:5]=[CH:4][CH:3]=1.[NH:24]1[CH2:29][CH2:28][NH:27][CH2:26][CH2:25]1.C([O-])([O-])=O.[K+].[K+].O=[O+][O-]. (8) Given the product [C:52]([O:15][CH2:14][C:13]([CH3:17])([CH3:16])[CH2:12][N:11]1[C:5]2[CH:4]=[CH:3][C:2]([Cl:1])=[CH:45][C:6]=2[C@@H:7]([C:35]2[CH:40]=[CH:39][CH:38]=[C:37]([O:41][CH3:42])[C:36]=2[O:43][CH3:44])[O:8][C@H:9]([CH2:19][C:20]([NH:22][C:23]2[CH:24]=[CH:25][CH:26]=[C:27]3[C:31]=2[NH:30][C:29]([C:32]([OH:34])=[O:33])=[CH:28]3)=[O:21])[C:10]1=[O:18])(=[O:54])[CH3:53], predict the reactants needed to synthesize it. The reactants are: [Cl:1][C:2]1[CH:3]=[CH:4][C:5]2[N:11]([CH2:12][C:13]([CH3:17])([CH3:16])[CH2:14][OH:15])[C:10](=[O:18])[C@@H:9]([CH2:19][C:20]([NH:22][C:23]3[CH:24]=[CH:25][CH:26]=[C:27]4[C:31]=3[NH:30][C:29]([C:32]([O-:34])=[O:33])=[CH:28]4)=[O:21])[O:8][C@H:7]([C:35]3[CH:40]=[CH:39][CH:38]=[C:37]([O:41][CH3:42])[C:36]=3[O:43][CH3:44])[C:6]=2[CH:45]=1.N1C=CC=CC=1.[C:52](OCC)(=[O:54])[CH3:53].C(Cl)(=O)C. (9) Given the product [N+:1]([C:4]1[CH:5]=[C:6]2[N:11]=[CH:14][NH:10][C:7]2=[N:8][CH:9]=1)([O-:3])=[O:2], predict the reactants needed to synthesize it. The reactants are: [N+:1]([C:4]1[CH:5]=[C:6]([NH2:11])[C:7]([NH2:10])=[N:8][CH:9]=1)([O-:3])=[O:2].[OH-].[Na+].[CH:14](O)=O.